Dataset: Catalyst prediction with 721,799 reactions and 888 catalyst types from USPTO. Task: Predict which catalyst facilitates the given reaction. (1) Reactant: [I:1][C:2]1[CH:7]=[CH:6][C:5]([N:8]2[CH2:13][CH2:12][CH:11]([C:14](=O)[C:15]([F:18])([F:17])[F:16])[C:10](=O)[C:9]2=[O:21])=[CH:4][CH:3]=1.[Cl-].[C:23]([C:25]1[CH:26]=[C:27]([NH:31][NH2:32])[CH:28]=[CH:29][CH:30]=1)#[N:24]. Product: [C:23]([C:25]1[CH:26]=[C:27]([N:31]2[C:10]3[C:9](=[O:21])[N:8]([C:5]4[CH:6]=[CH:7][C:2]([I:1])=[CH:3][CH:4]=4)[CH2:13][CH2:12][C:11]=3[C:14]([C:15]([F:18])([F:17])[F:16])=[N:32]2)[CH:28]=[CH:29][CH:30]=1)#[N:24]. The catalyst class is: 15. (2) Reactant: [Li+].[OH-].C([O:5][C:6](=[O:23])[CH2:7][NH:8][C:9]([C:11]1[CH:16]=[CH:15][C:14]([C:17]2[CH:22]=[CH:21][CH:20]=[CH:19][CH:18]=2)=[CH:13][CH:12]=1)=[O:10])C. Product: [C:14]1([C:17]2[CH:18]=[CH:19][CH:20]=[CH:21][CH:22]=2)[CH:15]=[CH:16][C:11]([C:9]([NH:8][CH2:7][C:6]([OH:23])=[O:5])=[O:10])=[CH:12][CH:13]=1. The catalyst class is: 87. (3) Reactant: [Br:1][C:2]1[CH:7]=[CH:6][C:5]([OH:8])=[CH:4][C:3]=1[N+:9]([O-:11])=[O:10].[C:12](Cl)(=[O:17])[C:13]([CH3:16])([CH3:15])[CH3:14]. Product: [Br:1][C:2]1[CH:7]=[CH:6][C:5]([O:8][C:12](=[O:17])[C:13]([CH3:16])([CH3:15])[CH3:14])=[CH:4][C:3]=1[N+:9]([O-:11])=[O:10]. The catalyst class is: 17. (4) Reactant: [CH:1]1([C:4]2[C:5]([O:14][CH2:15][CH:16]3[CH2:21][CH2:20][CH2:19][CH2:18][CH:17]3[CH3:22])=[CH:6][C:7]([F:13])=[C:8]([CH:12]=2)[C:9]([OH:11])=O)[CH2:3][CH2:2]1.C(N1C=CN=C1)(N1C=CN=C1)=O.N12CCCN=C1CCCCC2.[CH:46]1([S:49]([NH2:52])(=[O:51])=[O:50])[CH2:48][CH2:47]1.Cl. Product: [CH:1]1([C:4]2[C:5]([O:14][CH2:15][CH:16]3[CH2:21][CH2:20][CH2:19][CH2:18][CH:17]3[CH3:22])=[CH:6][C:7]([F:13])=[C:8]([CH:12]=2)[C:9]([NH:52][S:49]([CH:46]2[CH2:48][CH2:47]2)(=[O:51])=[O:50])=[O:11])[CH2:2][CH2:3]1. The catalyst class is: 7. (5) Product: [OH:19][C@H:16]1[CH2:17][CH2:18][C@H:13]([NH:12][C:2]2[CH:3]=[C:4]([CH:9]=[CH:10][CH:11]=2)[C:5]([O:7][CH3:8])=[O:6])[CH2:14][CH2:15]1. Reactant: Br[C:2]1[CH:3]=[C:4]([CH:9]=[CH:10][CH:11]=1)[C:5]([O:7][CH3:8])=[O:6].[NH2:12][C@H:13]1[CH2:18][CH2:17][C@H:16]([OH:19])[CH2:15][CH2:14]1.C(=O)([O-])[O-].[Cs+].[Cs+].CC1(C)C2C(=C(P(C3C=CC=CC=3)C3C=CC=CC=3)C=CC=2)OC2C(P(C3C=CC=CC=3)C3C=CC=CC=3)=CC=CC1=2. The catalyst class is: 62. (6) Reactant: [Cl:1][C:2]1[CH:8]=[C:7]([O:9][C:10]2[C:19]3[C:14](=[CH:15][C:16]([O:22][CH3:23])=[C:17]([O:20][CH3:21])[CH:18]=3)[N:13]=[CH:12][N:11]=2)[CH:6]=[CH:5][C:3]=1[NH2:4].C1(C)C=CC=CC=1.C(N(CC)CC)C.Cl[C:39](Cl)([O:41]C(=O)OC(Cl)(Cl)Cl)Cl.[F:50][C:51]1[CH:52]=[C:53]([CH:57]=[CH:58][CH:59]=1)[CH:54]([OH:56])[CH3:55]. Product: [Cl:1][C:2]1[CH:8]=[C:7]([O:9][C:10]2[C:19]3[C:14](=[CH:15][C:16]([O:22][CH3:23])=[C:17]([O:20][CH3:21])[CH:18]=3)[N:13]=[CH:12][N:11]=2)[CH:6]=[CH:5][C:3]=1[NH:4][C:39](=[O:41])[O:56][CH:54]([C:53]1[CH:57]=[CH:58][CH:59]=[C:51]([F:50])[CH:52]=1)[CH3:55]. The catalyst class is: 2. (7) Reactant: [F:1][C:2]1[CH:7]=[CH:6][C:5]([CH:8]2[C:12]3[C:13]([CH3:30])=[C:14]([N:19]4[C:27](=O)[C:26]5[C:21](=[CH:22][CH:23]=[CH:24][CH:25]=5)[C:20]4=O)[C:15]([CH3:18])=[C:16]([CH3:17])[C:11]=3[O:10][C:9]2([CH3:32])[CH3:31])=[CH:4][CH:3]=1. Product: [F:1][C:2]1[CH:7]=[CH:6][C:5]([CH:8]2[C:12]3[C:13]([CH3:30])=[C:14]([N:19]4[CH2:20][C:21]5[C:26](=[CH:25][CH:24]=[CH:23][CH:22]=5)[CH2:27]4)[C:15]([CH3:18])=[C:16]([CH3:17])[C:11]=3[O:10][C:9]2([CH3:32])[CH3:31])=[CH:4][CH:3]=1. The catalyst class is: 13.